Dataset: NCI-60 drug combinations with 297,098 pairs across 59 cell lines. Task: Regression. Given two drug SMILES strings and cell line genomic features, predict the synergy score measuring deviation from expected non-interaction effect. (1) Drug 2: CCCCC(=O)OCC(=O)C1(CC(C2=C(C1)C(=C3C(=C2O)C(=O)C4=C(C3=O)C=CC=C4OC)O)OC5CC(C(C(O5)C)O)NC(=O)C(F)(F)F)O. Drug 1: CCC1(CC2CC(C3=C(CCN(C2)C1)C4=CC=CC=C4N3)(C5=C(C=C6C(=C5)C78CCN9C7C(C=CC9)(C(C(C8N6C=O)(C(=O)OC)O)OC(=O)C)CC)OC)C(=O)OC)O.OS(=O)(=O)O. Synergy scores: CSS=41.9, Synergy_ZIP=1.70, Synergy_Bliss=3.60, Synergy_Loewe=-3.78, Synergy_HSA=4.87. Cell line: M14. (2) Drug 1: CC1C(C(CC(O1)OC2CC(OC(C2O)C)OC3=CC4=CC5=C(C(=O)C(C(C5)C(C(=O)C(C(C)O)O)OC)OC6CC(C(C(O6)C)O)OC7CC(C(C(O7)C)O)OC8CC(C(C(O8)C)O)(C)O)C(=C4C(=C3C)O)O)O)O. Drug 2: C1C(C(OC1N2C=NC(=NC2=O)N)CO)O. Cell line: OVCAR-4. Synergy scores: CSS=52.9, Synergy_ZIP=-1.11, Synergy_Bliss=-2.72, Synergy_Loewe=-1.50, Synergy_HSA=-0.339. (3) Drug 1: CC(C1=C(C=CC(=C1Cl)F)Cl)OC2=C(N=CC(=C2)C3=CN(N=C3)C4CCNCC4)N. Drug 2: CCC1(CC2CC(C3=C(CCN(C2)C1)C4=CC=CC=C4N3)(C5=C(C=C6C(=C5)C78CCN9C7C(C=CC9)(C(C(C8N6C=O)(C(=O)OC)O)OC(=O)C)CC)OC)C(=O)OC)O.OS(=O)(=O)O. Cell line: HCT-15. Synergy scores: CSS=13.9, Synergy_ZIP=7.10, Synergy_Bliss=6.12, Synergy_Loewe=3.73, Synergy_HSA=4.22. (4) Drug 1: C1=CN(C=N1)CC(O)(P(=O)(O)O)P(=O)(O)O. Drug 2: COC1=C2C(=CC3=C1OC=C3)C=CC(=O)O2. Cell line: SR. Synergy scores: CSS=5.44, Synergy_ZIP=-1.66, Synergy_Bliss=-2.89, Synergy_Loewe=-1.07, Synergy_HSA=-1.21.